From a dataset of Reaction yield outcomes from USPTO patents with 853,638 reactions. Predict the reaction yield, written as a fraction of the theoretical maximum amount of product (1.0 means a 100% yield; for example, 0.34 means a 34% yield). (1) The reactants are CN(C)C=O.[F:6][C:7]1[CH:14]=[CH:13][C:10]([CH2:11][OH:12])=[CH:9][CH:8]=1.[H-].[Na+].Br[C:18]1[CH:23]=[CH:22][C:21]([Br:24])=[CH:20][N:19]=1. The catalyst is O. The product is [Br:24][C:21]1[CH:22]=[CH:23][C:18]([O:12][CH2:11][C:10]2[CH:13]=[CH:14][C:7]([F:6])=[CH:8][CH:9]=2)=[N:19][CH:20]=1. The yield is 0.898. (2) The reactants are [F:1][C:2]1[CH:7]=[CH:6][C:5]([C:8]2[C:9]3[CH:21]=[CH:20][C:19](=[O:22])[N:18]([C:23]4[CH:28]=[CH:27][CH:26]=[CH:25][C:24]=4[CH3:29])[C:10]=3[N:11]=[C:12](S(C)(=O)=O)[N:13]=2)=[C:4]([CH3:30])[CH:3]=1.[CH2:31]([NH2:33])[CH3:32]. No catalyst specified. The product is [CH2:31]([NH:33][C:12]1[N:13]=[C:8]([C:5]2[CH:6]=[CH:7][C:2]([F:1])=[CH:3][C:4]=2[CH3:30])[C:9]2[CH:21]=[CH:20][C:19](=[O:22])[N:18]([C:23]3[CH:28]=[CH:27][CH:26]=[CH:25][C:24]=3[CH3:29])[C:10]=2[N:11]=1)[CH3:32]. The yield is 0.820.